Task: Predict the reactants needed to synthesize the given product.. Dataset: Full USPTO retrosynthesis dataset with 1.9M reactions from patents (1976-2016) (1) Given the product [F:1][C:2]([F:7])([F:6])[C:3]([OH:5])=[O:4].[F:8][C:9]([F:14])([F:13])[C:10]([OH:12])=[O:11].[F:15][C:16]([F:21])([F:20])[C:17]([OH:19])=[O:18].[CH3:22][C:23]1[CH:32]=[C:31]([CH2:33][O:34][C:35]2[CH:36]=[CH:37][C:38]([C:41]3([N:50]4[CH2:55][CH2:54][N:53]([CH2:61][CH2:56][CH2:57][C:58]([OH:60])=[O:59])[CH2:52][CH2:51]4)[C:46](=[O:47])[NH:45][C:44](=[O:48])[NH:43][C:42]3=[O:49])=[CH:39][CH:40]=2)[C:30]2[C:25](=[CH:26][CH:27]=[CH:28][CH:29]=2)[N:24]=1, predict the reactants needed to synthesize it. The reactants are: [F:1][C:2]([F:7])([F:6])[C:3]([OH:5])=[O:4].[F:8][C:9]([F:14])([F:13])[C:10]([OH:12])=[O:11].[F:15][C:16]([F:21])([F:20])[C:17]([OH:19])=[O:18].[CH3:22][C:23]1[CH:32]=[C:31]([CH2:33][O:34][C:35]2[CH:40]=[CH:39][C:38]([C:41]3([N:50]4[CH2:55][CH2:54][NH:53][CH2:52][CH2:51]4)[C:46](=[O:47])[NH:45][C:44](=[O:48])[NH:43][C:42]3=[O:49])=[CH:37][CH:36]=2)[C:30]2[C:25](=[CH:26][CH:27]=[CH:28][CH:29]=2)[N:24]=1.[CH2:56]([CH:61]=O)[CH2:57][C:58]([OH:60])=[O:59]. (2) Given the product [Cl:9][C:10]1[CH:11]=[CH:12][C:13]([CH:14]2[C:19]3[C:18](=[CH:23][CH:22]=[CH:21][CH:20]=3)[CH2:17][CH2:16][NH:15]2)=[CH:24][CH:25]=1, predict the reactants needed to synthesize it. The reactants are: FC(F)(F)S(O)(=O)=O.[Cl:9][C:10]1[CH:25]=[CH:24][C:13]([CH:14]=[N:15][CH2:16][CH2:17][C:18]2[CH:23]=[CH:22][CH:21]=[CH:20][CH:19]=2)=[CH:12][CH:11]=1.[OH-].[Na+].